This data is from Reaction yield outcomes from USPTO patents with 853,638 reactions. The task is: Predict the reaction yield, written as a fraction of the theoretical maximum amount of product (1.0 means a 100% yield; for example, 0.34 means a 34% yield). (1) The reactants are [Br:1][C:2]1[CH:3]=[CH:4][C:5]([OH:10])=[C:6]([CH:9]=1)[CH:7]=[O:8].[C:11]1([N:17]2[CH2:22][CH2:21][O:20][CH2:19][CH2:18]2)[CH2:16][CH2:15][CH2:14][CH2:13][CH:12]=1. The catalyst is C1(C)C=CC=CC=1. The product is [Br:1][C:2]1[CH:9]=[C:6]2[C:5]([O:10][C:11]3([N:17]4[CH2:22][CH2:21][O:20][CH2:19][CH2:18]4)[CH:16]([CH:7]2[OH:8])[CH2:15][CH2:14][CH2:13][CH2:12]3)=[CH:4][CH:3]=1. The yield is 0.470. (2) The reactants are [CH2:1]([O:3][C:4]([N:6]1[CH2:11][CH2:10][CH:9]([NH:12][C:13]2[CH:18]=[CH:17][C:16]([F:19])=[CH:15][C:14]=2[NH2:20])[CH2:8][CH2:7]1)=[O:5])[CH3:2].C(N(CC)CC)C.[O:28]=[C:29](Cl)OC(Cl)(Cl)Cl. The catalyst is C(Cl)Cl. The product is [CH2:1]([O:3][C:4]([N:6]1[CH2:7][CH2:8][CH:9]([N:12]2[C:13]3[CH:18]=[CH:17][C:16]([F:19])=[CH:15][C:14]=3[NH:20][C:29]2=[O:28])[CH2:10][CH2:11]1)=[O:5])[CH3:2]. The yield is 0.710. (3) The reactants are COC[O:4][C:5]1[C:10]([C:11]2[CH:16]=[CH:15][CH:14]=[C:13]([Cl:17])[CH:12]=2)=[CH:9][C:8]([C:18](=[O:36])[NH:19][CH2:20][C:21]2([CH2:24][O:25][CH2:26][CH2:27][CH2:28][CH2:29][C:30]3[CH:35]=[CH:34][CH:33]=[CH:32][CH:31]=3)[CH2:23][CH2:22]2)=[CH:7][C:6]=1[C:37]1[CH:42]=[CH:41][CH:40]=[C:39]([Cl:43])[CH:38]=1.C[Si](Br)(C)C. The catalyst is C(Cl)Cl. The product is [Cl:17][C:13]1[CH:12]=[C:11]([C:10]2[CH:9]=[C:8]([C:18](=[O:36])[NH:19][CH2:20][C:21]3([CH2:24][O:25][CH2:26][CH2:27][CH2:28][CH2:29][C:30]4[CH:31]=[CH:32][CH:33]=[CH:34][CH:35]=4)[CH2:22][CH2:23]3)[CH:7]=[C:6]([C:37]3[CH:42]=[CH:41][CH:40]=[C:39]([Cl:43])[CH:38]=3)[C:5]=2[OH:4])[CH:16]=[CH:15][CH:14]=1. The yield is 0.720. (4) The reactants are Cl[CH2:2][CH2:3][CH2:4][C:5]([C:7]1[CH:12]=[CH:11][C:10]([Cl:13])=[CH:9][CH:8]=1)=[O:6].[Na+].[I-:15]. The catalyst is CC(C)=O. The product is [Cl:13][C:10]1[CH:11]=[CH:12][C:7]([C:5](=[O:6])[CH2:4][CH2:3][CH2:2][I:15])=[CH:8][CH:9]=1. The yield is 0.630. (5) The reactants are C[Li].[CH3:3]COCC.[CH3:8][C:9]1[CH:10]([C:16]([O:18][CH2:19][CH3:20])=[O:17])[CH2:11][CH2:12][C:13](=[O:15])[CH:14]=1.[Cl-].[NH4+]. The catalyst is [Cu]I.CCOC(C)=O. The product is [CH3:8][C:9]1([CH3:3])[CH2:14][C:13](=[O:15])[CH2:12][CH2:11][CH:10]1[C:16]([O:18][CH2:19][CH3:20])=[O:17]. The yield is 0.680. (6) The reactants are Cl[C:2](Cl)([O:4]C(=O)OC(Cl)(Cl)Cl)Cl.C(N(CC)C(C)C)(C)C.C(Cl)Cl.[NH2:25][C:26]1[CH:27]=[CH:28][C:29]([CH3:48])=[C:30]([C:32]2[CH:41]=[C:40]3[C:35]([CH:36]=[C:37]([NH:42][C:43]([CH:45]4[CH2:47][CH2:46]4)=[O:44])[N:38]=[CH:39]3)=[CH:34][CH:33]=2)[CH:31]=1.[NH:49]1[CH2:54][CH2:53][O:52][CH:51]([CH2:55][OH:56])[CH2:50]1. No catalyst specified. The product is [CH:45]1([C:43]([NH:42][C:37]2[N:38]=[CH:39][C:40]3[C:35]([CH:36]=2)=[CH:34][CH:33]=[C:32]([C:30]2[CH:31]=[C:26]([NH:25][C:2]([N:49]4[CH2:54][CH2:53][O:52][CH:51]([CH2:55][OH:56])[CH2:50]4)=[O:4])[CH:27]=[CH:28][C:29]=2[CH3:48])[CH:41]=3)=[O:44])[CH2:46][CH2:47]1. The yield is 0.400. (7) The reactants are [CH3:1][O:2][C:3]1[CH:4]=[C:5]2[C:10](=[CH:11][C:12]=1[O:13][CH3:14])[C:9](=[CH:15][C:16]([O:18][CH2:19][CH3:20])=[O:17])[NH:8][CH2:7][CH2:6]2.[OH:21][C:22]1[CH:23]=[C:24]([CH:27]=[C:28]([OH:30])[CH:29]=1)[CH:25]=O.[N+]([CH2:34][CH3:35])([O-])=O.N1CCCCC1. The catalyst is C(O)C.C(O)(C)C.C(O)(C)C. The product is [OH:21][C:22]1[CH:23]=[C:24]([C:25]2[C:15]([C:16]([O:18][CH2:19][CH3:20])=[O:17])=[C:9]3[C:10]4[C:5](=[CH:4][C:3]([O:2][CH3:1])=[C:12]([O:13][CH3:14])[CH:11]=4)[CH2:6][CH2:7][N:8]3[C:34]=2[CH3:35])[CH:27]=[C:28]([OH:30])[CH:29]=1. The yield is 0.129. (8) The reactants are [Br:1]Br.[Br:3][C:4]1([Br:14])[C:12]2[C:7](=[N:8][CH:9]=[CH:10][CH:11]=2)[NH:6][C:5]1=[O:13].CC(O)(C)C. The catalyst is O. The product is [Br:14][C:4]1([Br:3])[C:12]2[C:7](=[N:8][CH:9]=[C:10]([Br:1])[CH:11]=2)[NH:6][C:5]1=[O:13]. The yield is 0.850. (9) The reactants are I[C:2]1[C:7]2[O:8][CH2:9][O:10][C:6]=2[C:5]([NH:11][C:12](=[O:14])[CH3:13])=[CH:4][CH:3]=1.[C:15]([O-:18])(=[O:17])C.[K+].[CH3:20]O. The catalyst is [Pd]. The product is [C:12]([NH:11][C:5]1[C:6]2[O:10][CH2:9][O:8][C:7]=2[C:2]([C:15]([O:18][CH3:20])=[O:17])=[CH:3][CH:4]=1)(=[O:14])[CH3:13]. The yield is 0.647.